Dataset: Reaction yield outcomes from USPTO patents with 853,638 reactions. Task: Predict the reaction yield, written as a fraction of the theoretical maximum amount of product (1.0 means a 100% yield; for example, 0.34 means a 34% yield). (1) No catalyst specified. The product is [OH:52][C:47]1[CH:46]=[CH:45][CH:44]=[C:43]2[C:48]=1[CH:49]=[CH:50][CH:51]=[C:42]2[NH:41][C:8]([C:10]1[CH:40]=[CH:39][C:13]2[N:14]([CH:33]3[CH2:38][CH2:37][CH2:36][CH2:35][CH2:34]3)[C:15]([C:17]3[CH:18]=[C:19]4[C:24](=[CH:25][CH:26]=3)[N:23]=[C:22]([C:27]3[CH:32]=[CH:31][CH:30]=[CH:29][CH:28]=3)[CH:21]=[N:20]4)=[N:16][C:12]=2[CH:11]=1)=[O:9]. The reactants are N1(N[C:8]([C:10]2[CH:40]=[CH:39][C:13]3[N:14]([CH:33]4[CH2:38][CH2:37][CH2:36][CH2:35][CH2:34]4)[C:15]([C:17]4[CH:18]=[C:19]5[C:24](=[CH:25][CH:26]=4)[N:23]=[C:22]([C:27]4[CH:32]=[CH:31][CH:30]=[CH:29][CH:28]=4)[CH:21]=[N:20]5)=[N:16][C:12]=3[CH:11]=2)=[O:9])CCOCC1.[NH2:41][C:42]1[CH:51]=[CH:50][CH:49]=[C:48]2[C:43]=1[CH:44]=[CH:45][CH:46]=[C:47]2[OH:52]. The yield is 0.250. (2) The yield is 0.720. The product is [CH3:10][O:9][C:7]1[CH:6]=[C:5]([C:11]2[C:14]([NH2:15])=[N:19][NH:13][CH:12]=2)[CH:4]=[C:3]([O:2][CH3:1])[CH:8]=1. The catalyst is O. The reactants are [CH3:1][O:2][C:3]1[CH:4]=[C:5]([C:11](=[CH:14][N:15](C)C)[C:12]#[N:13])[CH:6]=[C:7]([O:9][CH3:10])[CH:8]=1.O.[NH2:19]N.C(O)(=O)C.C1(C)C=CC=CC=1. (3) The reactants are [CH3:1][O:2][C:3]1[CH:9]=[CH:8][C:7]([C:10]([F:13])([F:12])[F:11])=[CH:6][C:4]=1[NH2:5].[C:14](Cl)(=[O:19])[C:15]([CH3:18])([CH3:17])[CH3:16]. The catalyst is C(Cl)Cl. The product is [CH3:1][O:2][C:3]1[CH:9]=[CH:8][C:7]([C:10]([F:11])([F:12])[F:13])=[CH:6][C:4]=1[NH:5][C:14](=[O:19])[C:15]([CH3:18])([CH3:17])[CH3:16]. The yield is 0.950. (4) The reactants are Br[C:2]1[C:3]([CH3:19])=[N:4][N:5]([CH3:18])[C:6]=1[C:7]1[CH:17]=[CH:16][C:10]2[O:11][CH2:12][C:13](=[O:15])[NH:14][C:9]=2[CH:8]=1.[Cl:20][C:21]1[CH:26]=[CH:25][C:24](B(O)O)=[CH:23][CH:22]=1. No catalyst specified. The product is [Cl:20][C:21]1[CH:26]=[CH:25][C:24]([C:2]2[C:3]([CH3:19])=[N:4][N:5]([CH3:18])[C:6]=2[C:7]2[CH:17]=[CH:16][C:10]3[O:11][CH2:12][C:13](=[O:15])[NH:14][C:9]=3[CH:8]=2)=[CH:23][CH:22]=1. The yield is 0.100. (5) The reactants are [N+:1]([C:4]1[CH:8]=[N:7][NH:6][N:5]=1)([O-:3])=[O:2].[H-].[Na+].[CH2:11](I)[CH3:12].C(=O)(O)[O-].[Na+]. The catalyst is CN(C)C=O. The product is [CH2:11]([N:6]1[N:5]=[C:4]([N+:1]([O-:3])=[O:2])[CH:8]=[N:7]1)[CH3:12]. The yield is 0.530.